This data is from Full USPTO retrosynthesis dataset with 1.9M reactions from patents (1976-2016). The task is: Predict the reactants needed to synthesize the given product. (1) The reactants are: [N:1]1([C:10]2[N:14]([CH3:15])[N:13]=[C:12]([CH3:16])[C:11]=2/[CH:17]=[CH:18]/[C:19]([NH:21][S:22]([CH2:25][CH2:26][CH2:27][CH2:28][CH3:29])(=[O:24])=[O:23])=[O:20])[C:9]2[C:4](=[CH:5][CH:6]=[CH:7][CH:8]=2)[CH:3]=[CH:2]1.C(=O)([O-])O.[K+:34]. Given the product [N:1]1([C:10]2[N:14]([CH3:15])[N:13]=[C:12]([CH3:16])[C:11]=2/[CH:17]=[CH:18]/[C:19]([N-:21][S:22]([CH2:25][CH2:26][CH2:27][CH2:28][CH3:29])(=[O:24])=[O:23])=[O:20])[C:9]2[C:4](=[CH:5][CH:6]=[CH:7][CH:8]=2)[CH:3]=[CH:2]1.[K+:34], predict the reactants needed to synthesize it. (2) Given the product [C:23]([C@@H:22]([NH:21][C:17]([C:7]1[CH:6]=[CH:5][C:4]([CH:1]2[CH2:2][CH2:3]2)=[C:9]([S:10]([CH2:13][CH:14]([CH3:15])[CH3:16])(=[O:11])=[O:12])[N:8]=1)=[O:19])[CH2:26][CH:27]([CH3:29])[CH3:28])(=[O:24])[NH2:25], predict the reactants needed to synthesize it. The reactants are: [CH:1]1([C:4]2[CH:5]=[CH:6][C:7]([C:17]([OH:19])=O)=[N:8][C:9]=2[S:10]([CH2:13][CH:14]([CH3:16])[CH3:15])(=[O:12])=[O:11])[CH2:3][CH2:2]1.Cl.[NH2:21][C@@H:22]([CH2:26][CH:27]([CH3:29])[CH3:28])[C:23]([NH2:25])=[O:24]. (3) Given the product [C:13]([OH:20])(=[O:5])[C:14]1[CH:19]=[CH:18][CH:17]=[CH:16][CH:15]=1.[C:13]([OH:20])(=[O:22])[C:14]1[CH:19]=[CH:18][CH:17]=[CH:16][CH:15]=1.[OH:5][C:4]1[CH:6]=[CH:7][C:8]([OH:9])=[CH:10][C:3]=1[CH2:2][C:1]([OH:12])=[O:11], predict the reactants needed to synthesize it. The reactants are: [C:1]([OH:12])(=[O:11])[CH2:2][C:3]1[C:4](=[CH:6][CH:7]=[C:8]([CH:10]=1)[OH:9])[OH:5].[C:13](Cl)(=[O:20])[C:14]1[CH:19]=[CH:18][CH:17]=[CH:16][CH:15]=1.[OH2:22]. (4) Given the product [CH3:27][O:17][C:14](=[O:15])[C:4]1[CH:8]=[CH:9][C:10]([N+:11]([O-:13])=[O:12])=[C:2]([O:25][CH3:26])[CH:3]=1, predict the reactants needed to synthesize it. The reactants are: O[C:2]1[CH:3]=[C:4]([CH:8]=[CH:9][C:10]=1[N+:11]([O-:13])=[O:12])C(O)=O.[C:14]([O-:17])([O-])=[O:15].[K+].[K+].COS([O:25][CH3:26])(=O)=O.[CH3:27]C(C)=O. (5) Given the product [P:64]([O:72][CH2:73][C@H:74]1[O:78][C@@H:77]([N:79]2[C:88]3[N:87]=[CH:86][N:85]=[C:83]([NH2:84])[C:82]=3[N:81]=[CH:80]2)[C@H:76]([OH:89])[C@@H:75]1[OH:90])([O:67][P:68]([OH:70])([OH:71])=[O:69])(=[O:65])[OH:66].[N-:106]1[CH:110]=[CH:109][N:108]=[CH:107]1, predict the reactants needed to synthesize it. The reactants are: C(N(CCCCCCCC)CCCCCCCC)CCCCCCC.C([NH+](CCCCCCCC)CCCCCCCC)CCCCCCC.C(N(CCCC)CCCC)CCC.[P:64]([O:72][CH2:73][C@H:74]1[O:78][C@@H:77]([N:79]2[C:88]3[N:87]=[CH:86][N:85]=[C:83]([NH2:84])[C:82]=3[N:81]=[CH:80]2)[C@H:76]([OH:89])[C@@H:75]1[OH:90])([O:67][P:68]([OH:71])([OH:70])=[O:69])(=[O:66])[OH:65].C([NH+](CCCC)CCCC)CCC.C([N:106]1[CH:110]=[CH:109][N:108]=[CH:107]1)([N:106]1[CH:110]=[CH:109][N:108]=[CH:107]1)=O. (6) Given the product [Cl:1][C:2]1[CH:32]=[CH:31][C:5]([CH2:6][N:7]2[C:15]3[C:10](=[CH:11][C:12]([CH:16]=[C:17]4[S:21][C:20]([N:22]5[CH2:27][CH2:26][N:25]([CH3:37])[CH2:24][C@@H:23]5[CH2:28][CH3:29])=[N:19][C:18]4=[O:30])=[CH:13][CH:14]=3)[CH:9]=[N:8]2)=[C:4]([C:33]([F:34])([F:36])[F:35])[CH:3]=1, predict the reactants needed to synthesize it. The reactants are: [Cl:1][C:2]1[CH:32]=[CH:31][C:5]([CH2:6][N:7]2[C:15]3[C:10](=[CH:11][C:12]([CH:16]=[C:17]4[S:21][C:20]([N:22]5[CH2:27][CH2:26][NH:25][CH2:24][C@@H:23]5[CH2:28][CH3:29])=[N:19][C:18]4=[O:30])=[CH:13][CH:14]=3)[CH:9]=[N:8]2)=[C:4]([C:33]([F:36])([F:35])[F:34])[CH:3]=1.[CH2:37]=O. (7) Given the product [CH:1]1([CH:4]=[CH:5][C:6]2[S:10][C:9]([CH2:11][NH2:12])=[CH:8][CH:7]=2)[CH2:3][CH2:2]1, predict the reactants needed to synthesize it. The reactants are: [CH:1]1([CH:4]=[CH:5][C:6]2[S:10][C:9]([CH2:11][N:12]3C(=O)C4C(=CC=CC=4)C3=O)=[CH:8][CH:7]=2)[CH2:3][CH2:2]1.O.NN.[OH-].[Na+].O. (8) Given the product [CH3:1][O:2][C:3]1[CH:18]=[CH:17][C:6]([C:7]([C:9]2[CH:14]=[CH:13][C:12]([O:15][CH3:16])=[CH:11][CH:10]=2)=[N:20][OH:21])=[CH:5][CH:4]=1, predict the reactants needed to synthesize it. The reactants are: [CH3:1][O:2][C:3]1[CH:18]=[CH:17][C:6]([C:7]([C:9]2[CH:14]=[CH:13][C:12]([O:15][CH3:16])=[CH:11][CH:10]=2)=O)=[CH:5][CH:4]=1.Cl.[NH2:20][OH:21]. (9) Given the product [CH:1]1([N:7]2[CH2:13][C@@:12]([F:16])([CH:14]=[CH2:15])[C:11](=[O:17])[N:10]([CH3:18])[C:9]3[CH:19]=[N:20][C:21]([NH:23][C:24]4[CH:32]=[CH:31][C:27]([C:28]([NH:59][CH:60]5[CH2:65][CH2:64][N:63]([CH3:66])[CH2:62][CH2:61]5)=[O:29])=[CH:26][C:25]=4[O:33][CH3:34])=[N:22][C:8]2=3)[CH2:5][CH2:4][CH2:3][CH2:2]1, predict the reactants needed to synthesize it. The reactants are: [CH:1]1([N:7]2[CH2:13][C@@:12]([F:16])([CH:14]=[CH2:15])[C:11](=[O:17])[N:10]([CH3:18])[C:9]3[CH:19]=[N:20][C:21]([NH:23][C:24]4[CH:32]=[CH:31][C:27]([C:28](O)=[O:29])=[CH:26][C:25]=4[O:33][CH3:34])=[N:22][C:8]2=3)C[CH2:5][CH2:4][CH2:3][CH2:2]1.CN(C(ON1N=NC2C=CC=NC1=2)=[N+](C)C)C.F[P-](F)(F)(F)(F)F.[NH2:59][CH:60]1[CH2:65][CH2:64][N:63]([CH3:66])[CH2:62][CH2:61]1.